Dataset: Peptide-MHC class II binding affinity with 134,281 pairs from IEDB. Task: Regression. Given a peptide amino acid sequence and an MHC pseudo amino acid sequence, predict their binding affinity value. This is MHC class II binding data. (1) The peptide sequence is AAAGLAAAAPLESRQ. The MHC is HLA-DQA10102-DQB10602 with pseudo-sequence HLA-DQA10102-DQB10602. The binding affinity (normalized) is 0.717. (2) The peptide sequence is SINYRTEIDKPCQHH. The MHC is DRB1_1001 with pseudo-sequence DRB1_1001. The binding affinity (normalized) is 0.186. (3) The peptide sequence is GWDLNAASAYCSTWD. The MHC is HLA-DQA10301-DQB10302 with pseudo-sequence HLA-DQA10301-DQB10302. The binding affinity (normalized) is 0.466. (4) The peptide sequence is LRLSALRGLFSAVIE. The MHC is HLA-DPA10201-DPB10501 with pseudo-sequence HLA-DPA10201-DPB10501. The binding affinity (normalized) is 0. (5) The peptide sequence is GELQIVDKIDAAFQI. The MHC is DRB1_1302 with pseudo-sequence DRB1_1302. The binding affinity (normalized) is 0.696. (6) The MHC is DRB1_0901 with pseudo-sequence DRB1_0901. The peptide sequence is MTDPHAMRDMAGRFE. The binding affinity (normalized) is 0.151. (7) The peptide sequence is KLKIQNVIIDECYGA. The MHC is DRB1_0701 with pseudo-sequence DRB1_0701. The binding affinity (normalized) is 0.185.